Dataset: Full USPTO retrosynthesis dataset with 1.9M reactions from patents (1976-2016). Task: Predict the reactants needed to synthesize the given product. Given the product [CH:1]1([CH2:4][O:5][C:6]2[CH:13]=[C:12]([O:14][CH3:15])[C:11]([C:16]3[S:17][CH:18]=[CH:19][CH:20]=3)=[CH:10][C:7]=2/[CH:8]=[CH:22]/[C:21]([C:24]2[CH:32]=[CH:31][C:27]([C:28]([OH:30])=[O:29])=[CH:26][CH:25]=2)=[O:23])[CH2:3][CH2:2]1, predict the reactants needed to synthesize it. The reactants are: [CH:1]1([CH2:4][O:5][C:6]2[CH:13]=[C:12]([O:14][CH3:15])[C:11]([C:16]3[S:17][CH:18]=[CH:19][CH:20]=3)=[CH:10][C:7]=2[CH:8]=O)[CH2:3][CH2:2]1.[C:21]([C:24]1[CH:32]=[CH:31][C:27]([C:28]([OH:30])=[O:29])=[CH:26][CH:25]=1)(=[O:23])[CH3:22].